This data is from Acute oral toxicity (LD50) regression data from Zhu et al.. The task is: Regression/Classification. Given a drug SMILES string, predict its toxicity properties. Task type varies by dataset: regression for continuous values (e.g., LD50, hERG inhibition percentage) or binary classification for toxic/non-toxic outcomes (e.g., AMES mutagenicity, cardiotoxicity, hepatotoxicity). Dataset: ld50_zhu. The molecule is CC(=O)N(C)C. The rat oral LD50 is 1.25, given as -log10 of the dose in mol/kg body weight (higher means more acutely toxic).